Task: Predict the reactants needed to synthesize the given product.. Dataset: Full USPTO retrosynthesis dataset with 1.9M reactions from patents (1976-2016) (1) Given the product [CH3:30][O:29][C:24]1[CH:25]=[CH:26][CH:27]=[CH:28][C:23]=1[CH2:22][CH2:21][C@H:9]1[CH2:10][NH:11][CH2:12][CH2:13][NH:8]1, predict the reactants needed to synthesize it. The reactants are: C([N:8]1[CH2:13][CH2:12][N:11](CC2C=CC=CC=2)[CH2:10][C@@H:9]1[CH2:21][CH2:22][C:23]1[CH:28]=[CH:27][CH:26]=[CH:25][C:24]=1[O:29][CH3:30])C1C=CC=CC=1.C([O-])=O.[NH4+]. (2) Given the product [Cl:1][C:2]1[C:14]2[C:13]3[C:8](=[CH:9][CH:10]=[CH:11][CH:12]=3)[C:7](=[O:15])[C:6]=2[CH:5]=[C:4]([O:16][CH2:24][CH2:25][CH2:26][C:27]([O:29][CH2:30][CH3:31])=[O:28])[CH:3]=1, predict the reactants needed to synthesize it. The reactants are: [Cl:1][C:2]1[C:14]2[C:13]3[C:8](=[CH:9][CH:10]=[CH:11][CH:12]=3)[C:7](=[O:15])[C:6]=2[CH:5]=[C:4]([OH:16])[CH:3]=1.C(=O)([O-])[O-].[K+].[K+].Br[CH2:24][CH2:25][CH2:26][C:27]([O:29][CH2:30][CH3:31])=[O:28].C1(C)C=CC=CC=1.